Dataset: Human Reference Interactome with 51,813 positive PPI pairs across 8,248 proteins, plus equal number of experimentally-validated negative pairs. Task: Binary Classification. Given two protein amino acid sequences, predict whether they physically interact or not. (1) Protein 1 (ENSG00000164221) has sequence MAALTTVVVAAAATAVAGAVAGAGAATGTGVGATPAPQQSDGCFSTSGGIRPFHLQNWKQKVNQTKKAEFVRTAEKFKNQVINMEKDKHSHFYNQKSDFRIEHSMLEELENKLIHSRKTERAKIQQQLAKIHNNVKKLQHQLKDVKPTPDFVEKLREMMEEIENAINTFKEEQRLIYEELIKEEKTTNNELSAISRKIDTWALGNSETEKAFRAISSKVPVDKVTPSTLPEEVLDFEKFLQQTGGRQGAWDDYDHQNFVKVRNKHKGKPTFMEEVLEHLPGKTQDEVQQHEKWYQKFLAL.... Protein 2 (ENSG00000004399) has sequence MAPRAAGGAPLSARAAAASPPPFQTPPRCPVPLLLLLLLGAARAGALEIQRRFPSPTPTNNFALDGAAGTVYLAAVNRLYQLSGANLSLEAEAAVGPVPDSPLCHAPQLPQASCEHPRRLTDNYNKILQLDPGQGLVVVCGSIYQGFCQLRRRGNISAVAVRFPPAAPPAEPVTVFPSMLNVAANHPNASTVGLVLPPAAGAGGSRLLVGATYTGYGSSFFPRNRSLEDHRFENTPEIAIRSLDTRGDLAKLFTFDLNPSDDNILKIKQGAKEQHKLGFVSAFLHPSDPPPGAQSYAYLA.... Result: 0 (the proteins do not interact). (2) Protein 1 (ENSG00000118194) has sequence MSDIEEVVEEYEEEEQEEAAVEEEEDWREDEDEQEEAAEEDAEAEAETEETRAEEDEEEEEAKEAEDGPMEESKPKPRSFMPNLVPPKIPDGERVDFDDIHRKRMEKDLNELQALIEAHFENRKKEEEELVSLKDRIERRRAERAEQQRIRNEREKERQNRLAEERARREEEENRRKAEDEARKKKALSNMMHFGGYIQKQAQTERKSGKRQTEREKKKKILAERRKVLAIDHLNEDQLREKAKELWQSIYNLEAEKFDLQEKFKQQKYEINVLRNRINDNQKVSKTRGKAKVTGRWK*M.... Protein 2 (ENSG00000151338) has sequence MENWSKDITHSYLEQETTGINKSTQPDEQLTMNSEKSMHRKSTELVNEITCENTEWPGQRSTNFQIISSYPDDESVYCTTEKYNVMEHRHNDMHYECMTPCQVTSDSDKEKTIAFLLKELDILRTSNKKLQQKLAKEDKEQRKLKFKLELQEKETEAKIAEKTAALVEEVYFAQKERDEAVMSRLQLAIEERDEAIARAKHMEMSLKVLENINPEENDMTLQELLNRINNADTGIAIQKNGAIIVDRIYKTKECKMRITAEEMSALIEERDAALSKCKRLEQELHHVKEQNQTSANNMRH.... Result: 0 (the proteins do not interact).